Task: Binary Classification. Given a drug SMILES string, predict its activity (active/inactive) in a high-throughput screening assay against a specified biological target.. Dataset: Tyrosyl-DNA phosphodiesterase HTS with 341,365 compounds (1) The compound is Clc1cc2nc(oc2cc1)c1ccc(NC(=O)c2cc(OCC)c(OCC)c(OCC)c2)cc1. The result is 0 (inactive). (2) The compound is S(=O)(=O)(CC(=O)Nc1cccnc1)c1ccccc1. The result is 0 (inactive). (3) The compound is O=C(NC1CC1)COC(=O)COc1cc2oc(=O)cc(c2cc1)C. The result is 0 (inactive). (4) The drug is O1CCN(CCNC=2N(C(=C(C(N2)CCc2ccccc2)C(OC)=O)C)Cc2ccccc2)CC1. The result is 0 (inactive). (5) The result is 0 (inactive). The molecule is S(=O)(=O)(N(c1ccc(OCC(=O)NCC2(N(C)C)CCCCC2)cc1)C)c1ccc(cc1)C. (6) The molecule is FC(F)c1n2nc(nc2nc(c1)C)C(=O)Nc1cc(ccc1OC)C(F)(F)F. The result is 0 (inactive). (7) The drug is N1(\C(C(c2c1cccc2)(C)C)=C/C=[N+](\c1ccccc1)C)C. The result is 0 (inactive). (8) The compound is Clc1c2nc(sc2ccc1)N(Cc1cccnc1)C(=O)c1ccc(cc1)C(=O)C. The result is 0 (inactive).